Predict the reactants needed to synthesize the given product. From a dataset of Full USPTO retrosynthesis dataset with 1.9M reactions from patents (1976-2016). Given the product [Cl:26][C:27]1[CH:32]=[CH:31][C:30]([CH:33]2[N:37]([C:38]([N:40]3[CH2:45][CH2:44][CH:8]([N:12]4[CH2:11][CH2:13][CH2:18][CH2:17]4)[CH2:42][CH2:41]3)=[O:39])[C:36]([C:47]3[CH:52]=[CH:51][C:50]([O:53][CH3:54])=[CH:49][C:48]=3[O:55][CH2:56][CH3:57])=[N:35][CH:34]2[CH2:58][CH3:59])=[CH:29][CH:28]=1, predict the reactants needed to synthesize it. The reactants are: ClC1C=CC([CH:8]2[NH:12][C:11]([C:13]3[CH:18]=[CH:17]C(OC)=CC=3OCC)=NC2CC)=CC=1.[Cl:26][C:27]1[CH:32]=[CH:31][C:30]([CH:33]2[N:37]([C:38]([N:40]3[CH2:45][CH2:44]N(C)[CH2:42][CH2:41]3)=[O:39])[C:36]([C:47]3[CH:52]=[CH:51][C:50]([O:53][CH3:54])=[CH:49][C:48]=3[O:55][CH2:56][CH3:57])=[N:35][CH:34]2[CH2:58][CH:59]2CCCC2)=[CH:29][CH:28]=1.